Predict the product of the given reaction. From a dataset of Forward reaction prediction with 1.9M reactions from USPTO patents (1976-2016). The product is: [CH3:17][O:18][CH2:19][CH2:20][N:21]([CH3:25])[C:22](=[O:24])[CH2:23][C:10](=[O:12])[C:9]([N:8]([CH3:7])[CH3:16])=[O:15]. Given the reactants CC(C)([O-])C.[Na+].[CH3:7][N:8]([CH3:16])[C:9](=[O:15])[C:10]([O:12]CC)=O.[CH3:17][O:18][CH2:19][CH2:20][N:21]([CH3:25])[C:22](=[O:24])[CH3:23].Cl, predict the reaction product.